The task is: Predict the reaction yield, written as a fraction of the theoretical maximum amount of product (1.0 means a 100% yield; for example, 0.34 means a 34% yield).. This data is from Reaction yield outcomes from USPTO patents with 853,638 reactions. (1) The reactants are [NH:1]([C:3]1[CH:8]=[C:7]([C:9]#[N:10])[CH:6]=[CH:5][N:4]=1)[NH2:2].[Cl:11][C:12]1[CH:17]=[CH:16][CH:15]=[CH:14][C:13]=1[CH2:18][C:19](=O)[CH2:20][C:21](OCC)=[O:22]. No catalyst specified. The product is [Cl:11][C:12]1[CH:17]=[CH:16][CH:15]=[CH:14][C:13]=1[CH2:18][C:19]1[CH:20]=[C:21]([OH:22])[N:1]([C:3]2[CH:8]=[C:7]([C:9]#[N:10])[CH:6]=[CH:5][N:4]=2)[N:2]=1. The yield is 0.390. (2) The catalyst is O1CCOCC1.O.CCOC(C)=O.C1C=CC([P]([Pd]([P](C2C=CC=CC=2)(C2C=CC=CC=2)C2C=CC=CC=2)([P](C2C=CC=CC=2)(C2C=CC=CC=2)C2C=CC=CC=2)[P](C2C=CC=CC=2)(C2C=CC=CC=2)C2C=CC=CC=2)(C2C=CC=CC=2)C2C=CC=CC=2)=CC=1. The yield is 0.450. The reactants are Cl[C:2]1[CH:3]=[CH:4][C:5]2[N:6]([CH:8]=[CH:9][N:10]=2)[N:7]=1.[CH2:11]([O:13][C:14]([C:16]1[CH:21]=[CH:20][C:19](B(O)O)=[CH:18][CH:17]=1)=[O:15])[CH3:12].[O-]P([O-])([O-])=O.[K+].[K+].[K+]. The product is [N:10]1[CH:9]=[CH:8][N:6]2[C:5]=1[CH:4]=[CH:3][C:2]([C:19]1[CH:20]=[CH:21][C:16]([C:14]([O:13][CH2:11][CH3:12])=[O:15])=[CH:17][CH:18]=1)=[N:7]2. (3) The reactants are [Cl:1][C:2]1[CH:3]=[C:4]([C@H:9]2[CH2:13][CH2:12][N:11]([C@H:14]3[CH2:18][CH2:17][N:16]([C:19]4[CH:24]=[CH:23][C:22]([S:25]([N:28](S(C5C=CC(OC)=CC=5)(=O)=O)[C:29]5[S:30][CH:31]=[CH:32][N:33]=5)(=[O:27])=[O:26])=[CH:21][CH:20]=4)[C:15]3=[O:45])[CH2:10]2)[CH:5]=[C:6]([Cl:8])[CH:7]=1.N1CCOCC1. The catalyst is C(Cl)Cl. The product is [Cl:1][C:2]1[CH:3]=[C:4]([C@H:9]2[CH2:13][CH2:12][N:11]([C@H:14]3[CH2:18][CH2:17][N:16]([C:19]4[CH:20]=[CH:21][C:22]([S:25]([NH:28][C:29]5[S:30][CH:31]=[CH:32][N:33]=5)(=[O:26])=[O:27])=[CH:23][CH:24]=4)[C:15]3=[O:45])[CH2:10]2)[CH:5]=[C:6]([Cl:8])[CH:7]=1. The yield is 0.770. (4) The reactants are [NH2:1][C:2]1[N:7]([CH2:8][C:9]2[CH:14]=[CH:13][CH:12]=[CH:11][CH:10]=2)[C:6](=[O:15])[N:5]([CH2:16][C:17]2[CH:22]=[CH:21][CH:20]=[CH:19][CH:18]=2)[C:4](=[O:23])[CH:3]=1.CO[CH:26](OC)[N:27]([CH3:29])[CH3:28]. The catalyst is CO. The product is [CH2:16]([N:5]1[C:4](=[O:23])[CH:3]=[C:2]([N:1]=[CH:26][N:27]([CH3:29])[CH3:28])[N:7]([CH2:8][C:9]2[CH:14]=[CH:13][CH:12]=[CH:11][CH:10]=2)[C:6]1=[O:15])[C:17]1[CH:22]=[CH:21][CH:20]=[CH:19][CH:18]=1. The yield is 0.850. (5) The reactants are [Cl:1][C:2]1[CH:20]=[C:19]([NH:21][CH3:22])[CH:18]=[CH:17][C:3]=1[CH2:4][CH:5]1[CH2:9][CH2:8][N:7]([CH:10]2[CH2:15][CH2:14][CH2:13][CH2:12][CH2:11]2)[C:6]1=[O:16].S(=O)(=O)(O)O.[BH4-].[Na+].[OH-].[Na+].O1CCC[CH2:33]1. The catalyst is O.C(OCC)(=O)C.C(O)=O. The product is [Cl:1][C:2]1[CH:20]=[C:19]([N:21]([CH3:33])[CH3:22])[CH:18]=[CH:17][C:3]=1[CH2:4][CH:5]1[CH2:9][CH2:8][N:7]([CH:10]2[CH2:11][CH2:12][CH2:13][CH2:14][CH2:15]2)[C:6]1=[O:16]. The yield is 0.560. (6) The reactants are [Cl:1][C:2]1[CH:3]=[C:4]([N:12]([CH2:22][CH3:23])[C@H:13]2[CH2:18][CH2:17][C@H:16]([N:19]([CH3:21])[CH3:20])[CH2:15][CH2:14]2)[C:5]([CH3:11])=[C:6]([CH:10]=1)[C:7]([OH:9])=O.N#N.CN(C(ON1N=NC2C=CC=NC1=2)=[N+](C)C)C.F[P-](F)(F)(F)(F)F.CCN(C(C)C)C(C)C.[NH2:59][CH2:60][C:61]1[C:66](=[O:67])[N:65]2[N:68]([CH2:71][O:72][CH2:73][CH2:74][Si:75]([CH3:78])([CH3:77])[CH3:76])[CH:69]=[CH:70][C:64]2=[CH:63][C:62]=1[CH3:79]. The catalyst is CN(C=O)C.O. The product is [Cl:1][C:2]1[CH:3]=[C:4]([N:12]([CH2:22][CH3:23])[C@H:13]2[CH2:18][CH2:17][C@H:16]([N:19]([CH3:20])[CH3:21])[CH2:15][CH2:14]2)[C:5]([CH3:11])=[C:6]([CH:10]=1)[C:7]([NH:59][CH2:60][C:61]1[C:66](=[O:67])[N:65]2[N:68]([CH2:71][O:72][CH2:73][CH2:74][Si:75]([CH3:78])([CH3:77])[CH3:76])[CH:69]=[CH:70][C:64]2=[CH:63][C:62]=1[CH3:79])=[O:9]. The yield is 0.380. (7) The yield is 0.970. The reactants are Cl[C:2]([O:4][CH3:5])=[O:3].[NH2:6][C:7]1[CH:37]=[CH:36][C:10]2[N:11]=[C:12]([NH:14][C:15]3[CH:20]=[C:19]([CH2:21][C:22]4[CH:27]=[CH:26][CH:25]=[CH:24][CH:23]=4)[N:18]=[C:17]([NH:28][C@H:29]4[CH2:34][CH2:33][C@H:32]([OH:35])[CH2:31][CH2:30]4)[N:16]=3)[S:13][C:9]=2[CH:8]=1.C(N(C(C)C)C(C)C)C. The catalyst is O1CCCC1. The product is [OH:35][C@H:32]1[CH2:33][CH2:34][C@H:29]([NH:28][C:17]2[N:16]=[C:15]([NH:14][C:12]3[S:13][C:9]4[CH:8]=[C:7]([NH:6][C:2](=[O:3])[O:4][CH3:5])[CH:37]=[CH:36][C:10]=4[N:11]=3)[CH:20]=[C:19]([CH2:21][C:22]3[CH:23]=[CH:24][CH:25]=[CH:26][CH:27]=3)[N:18]=2)[CH2:30][CH2:31]1.